This data is from Aqueous solubility values for 9,982 compounds from the AqSolDB database. The task is: Regression/Classification. Given a drug SMILES string, predict its absorption, distribution, metabolism, or excretion properties. Task type varies by dataset: regression for continuous measurements (e.g., permeability, clearance, half-life) or binary classification for categorical outcomes (e.g., BBB penetration, CYP inhibition). For this dataset (solubility_aqsoldb), we predict Y. The drug is C/C=C(\Cl)C(=O)O. The Y is 0.919 log mol/L.